This data is from Full USPTO retrosynthesis dataset with 1.9M reactions from patents (1976-2016). The task is: Predict the reactants needed to synthesize the given product. Given the product [CH3:7][C:6]([CH3:9])([CH3:8])[C@@H:2]([OH:11])[C:3]([OH:5])=[O:4], predict the reactants needed to synthesize it. The reactants are: N[C@H:2]([C:6]([CH3:9])([CH3:8])[CH3:7])[C:3]([OH:5])=[O:4].N([O-])=[O:11].[Na+].[Cl-].[Na+].